From a dataset of Forward reaction prediction with 1.9M reactions from USPTO patents (1976-2016). Predict the product of the given reaction. (1) The product is: [F:1][C:2]1[CH:11]=[C:10]([F:12])[CH:9]=[C:8]2[C:3]=1[C:4]([NH:20][C:21]1[CH:22]=[N:23][CH:24]=[C:25]([N:27]3[CH2:32][CH2:31][O:30][CH2:29][CH2:28]3)[CH:26]=1)=[C:5]([CH3:19])[C:6]([N:13]1[CH2:14][CH2:15][N:16]([C:37]([NH:36][CH:33]([CH3:35])[CH3:34])=[O:38])[CH2:17][CH2:18]1)=[N:7]2. Given the reactants [F:1][C:2]1[CH:11]=[C:10]([F:12])[CH:9]=[C:8]2[C:3]=1[C:4]([NH:20][C:21]1[CH:22]=[N:23][CH:24]=[C:25]([N:27]3[CH2:32][CH2:31][O:30][CH2:29][CH2:28]3)[CH:26]=1)=[C:5]([CH3:19])[C:6]([N:13]1[CH2:18][CH2:17][NH:16][CH2:15][CH2:14]1)=[N:7]2.[CH:33]([N:36]=[C:37]=[O:38])([CH3:35])[CH3:34], predict the reaction product. (2) The product is: [NH2:1][C:2]1[CH:10]=[CH:9][C:5]([C:6]([N:34]2[CH2:35][CH2:36][N:31]([CH2:30][C:27]3[CH:28]=[CH:29][C:24]([C:18]([OH:23])([C:19]([F:20])([F:21])[F:22])[C:17]([F:38])([F:16])[F:37])=[CH:25][CH:26]=3)[CH2:32][CH2:33]2)=[O:8])=[CH:4][C:3]=1[O:11][C:12]([F:15])([F:14])[F:13]. Given the reactants [NH2:1][C:2]1[CH:10]=[CH:9][C:5]([C:6]([OH:8])=O)=[CH:4][C:3]=1[O:11][C:12]([F:15])([F:14])[F:13].[F:16][C:17]([F:38])([F:37])[C:18]([C:24]1[CH:29]=[CH:28][C:27]([CH2:30][N:31]2[CH2:36][CH2:35][NH:34][CH2:33][CH2:32]2)=[CH:26][CH:25]=1)([OH:23])[C:19]([F:22])([F:21])[F:20].C(N(CC)CC)C.CCCP1(OP(CCC)(=O)OP(CCC)(=O)O1)=O, predict the reaction product. (3) Given the reactants Br[C:2]1[CH:7]=[CH:6][C:5]([S:8]([N:11]2[CH:15]=[CH:14][C:13](/[CH:16]=[CH:17]/[C:18]([NH:20][O:21][CH:22]3[CH2:27][CH2:26][CH2:25][CH2:24][O:23]3)=[O:19])=[CH:12]2)(=[O:10])=[O:9])=[CH:4][CH:3]=1.[C:28]([O:32][C:33](=[O:50])[NH:34][C:35]1[CH:40]=[CH:39][C:38](B2OC(C)(C)C(C)(C)O2)=[CH:37][N:36]=1)([CH3:31])([CH3:30])[CH3:29].C(=O)([O-])[O-].[Na+].[Na+], predict the reaction product. The product is: [C:28]([O:32][C:33](=[O:50])[NH:34][C:35]1[CH:40]=[CH:39][C:38]([C:2]2[CH:7]=[CH:6][C:5]([S:8]([N:11]3[CH:15]=[CH:14][C:13](/[CH:16]=[CH:17]/[C:18](=[O:19])[NH:20][O:21][CH:22]4[CH2:27][CH2:26][CH2:25][CH2:24][O:23]4)=[CH:12]3)(=[O:10])=[O:9])=[CH:4][CH:3]=2)=[CH:37][N:36]=1)([CH3:31])([CH3:29])[CH3:30].